Task: Predict which catalyst facilitates the given reaction.. Dataset: Catalyst prediction with 721,799 reactions and 888 catalyst types from USPTO (1) Reactant: [CH2:1]([C:3]1[CH:4]=[N:5][C:6]([N:9]2[CH2:14][CH2:13][CH:12]([O:15][N:16]=[C:17]3[CH2:22][CH2:21][N:20]([C:23]4[C:28]([F:29])=[CH:27][C:26]([CH2:30][C:31]([OH:33])=O)=[C:25]([F:34])[CH:24]=4)[CH2:19][CH2:18]3)[CH2:11][CH2:10]2)=[N:7][CH:8]=1)[CH3:2].[NH2:35][CH:36]1[CH2:41][CH2:40][N:39]([CH3:42])[CH2:38][CH2:37]1.C1C=CC2N(O)N=NC=2C=1.CO. Product: [CH2:1]([C:3]1[CH:4]=[N:5][C:6]([N:9]2[CH2:10][CH2:11][CH:12]([O:15][N:16]=[C:17]3[CH2:22][CH2:21][N:20]([C:23]4[C:28]([F:29])=[CH:27][C:26]([CH2:30][C:31]([NH:35][CH:36]5[CH2:41][CH2:40][N:39]([CH3:42])[CH2:38][CH2:37]5)=[O:33])=[C:25]([F:34])[CH:24]=4)[CH2:19][CH2:18]3)[CH2:13][CH2:14]2)=[N:7][CH:8]=1)[CH3:2]. The catalyst class is: 26. (2) Reactant: [CH3:1][O:2][C:3]1[CH:8]=[CH:7][CH:6]=[CH:5][C:4]=1[C:9]1[C:14]([NH2:15])=[CH:13][C:12]([C:16]2[CH:21]=[CH:20][CH:19]=[CH:18][C:17]=2[O:22][CH3:23])=[CH:11][N:10]=1.Cl[C:25]1[C:34]2[C:29](=[CH:30][C:31]([F:36])=[CH:32][C:33]=2[F:35])[N:28]=[C:27]([C:37]2[CH:42]=[CH:41][CH:40]=[CH:39][N:38]=2)[C:26]=1[CH3:43].C1(P(C2CCCCC2)C2(C(C)C)CC(C(C)C)=CC(C(C)C)=C2C2C=CC=CC=2)CCCCC1.CC(C)([O-])C.[Na+]. Product: [CH3:1][O:2][C:3]1[CH:8]=[CH:7][CH:6]=[CH:5][C:4]=1[C:9]1[C:14]([NH:15][C:25]2[C:34]3[C:29](=[CH:30][C:31]([F:36])=[CH:32][C:33]=3[F:35])[N:28]=[C:27]([C:37]3[CH:42]=[CH:41][CH:40]=[CH:39][N:38]=3)[C:26]=2[CH3:43])=[CH:13][C:12]([C:16]2[CH:21]=[CH:20][CH:19]=[CH:18][C:17]=2[O:22][CH3:23])=[CH:11][N:10]=1. The catalyst class is: 101. (3) Reactant: ClC1C=C(C=CC=1)C(OO)=O.[Cl:12][CH2:13][C:14]1[N:15]([CH2:27][CH2:28][CH2:29][NH:30][C:31](=[O:37])[O:32][C:33]([CH3:36])([CH3:35])[CH3:34])[C:16]2[C:25]3[CH:24]=[CH:23][CH:22]=[CH:21][C:20]=3[N:19]=[CH:18][C:17]=2[N:26]=1.[OH-].[NH4+:39].C1(C)C=CC(S(Cl)(=O)=O)=CC=1. Product: [NH2:39][C:18]1[C:17]2[N:26]=[C:14]([CH2:13][Cl:12])[N:15]([CH2:27][CH2:28][CH2:29][NH:30][C:31](=[O:37])[O:32][C:33]([CH3:34])([CH3:36])[CH3:35])[C:16]=2[C:25]2[CH:24]=[CH:23][CH:22]=[CH:21][C:20]=2[N:19]=1. The catalyst class is: 452. (4) Product: [NH2:27][C:28]1[N:33]=[CH:32][C:31]([C:2]2[CH:3]=[C:4]([C:14]([NH:16][CH2:17][C:18]3[C:19](=[O:26])[NH:20][C:21]([CH3:25])=[CH:22][C:23]=3[CH3:24])=[O:15])[C:5]3[CH:10]=[N:9][N:8]([CH:11]([CH3:13])[CH3:12])[C:6]=3[N:7]=2)=[CH:30][N:29]=1. Reactant: Br[C:2]1[CH:3]=[C:4]([C:14]([NH:16][CH2:17][C:18]2[C:19](=[O:26])[NH:20][C:21]([CH3:25])=[CH:22][C:23]=2[CH3:24])=[O:15])[C:5]2[CH:10]=[N:9][N:8]([CH:11]([CH3:13])[CH3:12])[C:6]=2[N:7]=1.[NH2:27][C:28]1[N:33]=[CH:32][C:31](B(O)O)=[CH:30][N:29]=1.C([O-])([O-])=O.[Na+].[Na+].CCOC(C)=O. The catalyst class is: 70.